From a dataset of Forward reaction prediction with 1.9M reactions from USPTO patents (1976-2016). Predict the product of the given reaction. (1) Given the reactants [Cl:1][C:2]1[CH:27]=[CH:26][CH:25]=[CH:24][C:3]=1[C:4]([NH:6][CH:7]([C:9]1[N:14]=[N:13][C:12]([NH:15][C:16]2[CH:21]=[CH:20][C:19]([O:22][CH3:23])=[CH:18][CH:17]=2)=[N:11][CH:10]=1)[CH3:8])=O.P(Cl)(Cl)(Cl)=O, predict the reaction product. The product is: [Cl:1][C:2]1[CH:27]=[CH:26][CH:25]=[CH:24][C:3]=1[C:4]1[N:14]2[C:9]([CH:10]=[N:11][C:12]([NH:15][C:16]3[CH:21]=[CH:20][C:19]([O:22][CH3:23])=[CH:18][CH:17]=3)=[N:13]2)=[C:7]([CH3:8])[N:6]=1. (2) Given the reactants [CH3:1][O:2][C:3](=[O:36])[CH:4]([N:16]1[CH2:21][CH2:20][N:19](S(C2C=CC=CC=2[N+]([O-])=O)(=O)=O)[CH:18]([CH2:34][CH3:35])[CH2:17]1)[CH2:5][C:6]1[CH:15]=[CH:14][C:13]2[C:8](=[CH:9][CH:10]=[CH:11][CH:12]=2)[CH:7]=1.C(=O)([O-])[O-].[K+].[K+].SC1C=CC(O)=CC=1.Cl, predict the reaction product. The product is: [CH3:1][O:2][C:3](=[O:36])[CH:4]([N:16]1[CH2:21][CH2:20][NH:19][CH:18]([CH2:34][CH3:35])[CH2:17]1)[CH2:5][C:6]1[CH:15]=[CH:14][C:13]2[C:8](=[CH:9][CH:10]=[CH:11][CH:12]=2)[CH:7]=1. (3) Given the reactants [N+:1]([C:4]1[CH:24]=[CH:23][C:7]([C:8]([N:10]2[CH2:15][CH2:14][N:13]([C:16]([O:18][C:19]([CH3:22])([CH3:21])[CH3:20])=[O:17])[CH2:12][CH2:11]2)=[O:9])=[CH:6][CH:5]=1)([O-])=O.[H][H], predict the reaction product. The product is: [NH2:1][C:4]1[CH:5]=[CH:6][C:7]([C:8]([N:10]2[CH2:11][CH2:12][N:13]([C:16]([O:18][C:19]([CH3:20])([CH3:22])[CH3:21])=[O:17])[CH2:14][CH2:15]2)=[O:9])=[CH:23][CH:24]=1. (4) Given the reactants OCCCN1C=C(C2C=CC(N[C:22]3[C:27]([C:28]([F:31])([F:30])[F:29])=[CH:26][N:25]=[C:24]([NH:32][C:33]4[CH:47]=[CH:46][C:36]([CH2:37][P:38](=[O:45])([O:42][CH2:43][CH3:44])[O:39][CH2:40][CH3:41])=[CH:35][C:34]=4OC)[N:23]=3)=C3C=2CN(C)C3=O)C=N1.[NH2:50][C:51]1[C:52]([C:67]([NH:69][CH3:70])=[O:68])=[N:53][C:54]([C:57]2[CH:58]=[N:59][N:60]([CH2:62][CH:63]([CH3:66])[CH2:64][OH:65])[CH:61]=2)=[CH:55][CH:56]=1.ClC1C(C(F)(F)F)=CN=C(NC2C=CC(CP(=O)(OCC)OCC)=CC=2OC)N=1.ClC1C(C(F)(F)F)=CN=C(NC2C=CC(CP(=O)(OCC)OCC)=CC=2)N=1, predict the reaction product. The product is: [OH:65][CH2:64][CH:63]([CH3:66])[CH2:62][N:60]1[CH:61]=[C:57]([C:54]2[N:53]=[C:52]([C:67](=[O:68])[NH:69][CH3:70])[C:51]([NH:50][C:26]3[C:27]([C:28]([F:31])([F:29])[F:30])=[CH:22][N:23]=[C:24]([NH:32][C:33]4[CH:34]=[CH:35][C:36]([CH2:37][P:38](=[O:45])([O:42][CH2:43][CH3:44])[O:39][CH2:40][CH3:41])=[CH:46][CH:47]=4)[N:25]=3)=[CH:56][CH:55]=2)[CH:58]=[N:59]1. (5) Given the reactants C([O:5][C:6](=[O:41])[CH2:7][C@H:8]([NH:17][CH2:18][CH2:19][N:20](C(OC(C)(C)C)=O)[CH2:21][CH2:22][CH2:23][C:24]1[CH:33]=[CH:32][C:31]2[CH2:30][CH2:29][CH2:28][NH:27][C:26]=2[N:25]=1)[C:9]1[CH:10]=[CH:11][C:12]([O:15][CH3:16])=[N:13][CH:14]=1)(C)(C)C, predict the reaction product. The product is: [CH3:16][O:15][C:12]1[N:13]=[CH:14][C:9]([C@@H:8]([NH:17][CH2:18][CH2:19][NH:20][CH2:21][CH2:22][CH2:23][C:24]2[CH:33]=[CH:32][C:31]3[CH2:30][CH2:29][CH2:28][NH:27][C:26]=3[N:25]=2)[CH2:7][C:6]([OH:41])=[O:5])=[CH:10][CH:11]=1. (6) Given the reactants [CH2:1]([N:3]1[CH2:15][CH2:14][C:6]2[NH:7][C:8]3[CH:9]=[CH:10][CH:11]=[CH:12][C:13]=3[C:5]=2[CH2:4]1)[CH3:2].[CH2:16]=[CH:17][C:18]1[CH:23]=[CH:22][CH:21]=[CH:20][CH:19]=1.[H-].[Na+], predict the reaction product. The product is: [CH2:1]([N:3]1[CH2:15][CH2:14][C:6]2[N:7]([CH2:16][CH2:17][C:18]3[CH:23]=[CH:22][CH:21]=[CH:20][CH:19]=3)[C:8]3[CH:9]=[CH:10][CH:11]=[CH:12][C:13]=3[C:5]=2[CH2:4]1)[CH3:2].